Dataset: Catalyst prediction with 721,799 reactions and 888 catalyst types from USPTO. Task: Predict which catalyst facilitates the given reaction. (1) Reactant: Br[C:2]1[C:3]([N+:19]([O-:21])=[O:20])=[C:4]2[C:9](=[CH:10][CH:11]=1)[N:8]=[C:7]([C:12]1[S:16][C:15]([CH3:17])=[N:14][C:13]=1[CH3:18])[CH:6]=[CH:5]2.[CH3:22][O:23][C:24]([C:26]1[CH:34]=[C:33]2[C:29]([C:30]([CH:43]3[CH2:48][CH2:47][CH2:46][CH2:45][CH2:44]3)=[C:31](B3OCC(C)(C)CO3)[NH:32]2)=[CH:28][CH:27]=1)=[O:25].C([O-])(O)=O.[Na+]. Product: [CH3:22][O:23][C:24]([C:26]1[CH:34]=[C:33]2[C:29]([C:30]([CH:43]3[CH2:48][CH2:47][CH2:46][CH2:45][CH2:44]3)=[C:31]([C:2]3[C:3]([N+:19]([O-:21])=[O:20])=[C:4]4[C:9](=[CH:10][CH:11]=3)[N:8]=[C:7]([C:12]3[S:16][C:15]([CH3:17])=[N:14][C:13]=3[CH3:18])[CH:6]=[CH:5]4)[NH:32]2)=[CH:28][CH:27]=1)=[O:25]. The catalyst class is: 694. (2) Reactant: [Br:1][C:2]1[CH:3]=[C:4]([CH:8]([C:19]2C=CC=C[CH:20]=2)[CH2:9]/[C:10](/[C:13]2[CH:18]=[CH:17][N:16]=[CH:15][CH:14]=2)=[N:11]\[OH:12])[CH:5]=[CH:6][CH:7]=1.C(O)(C)C. Product: [Br:1][C:2]1[CH:3]=[C:4]([CH:8]([CH2:19][CH3:20])[CH2:9][C:10]([C:13]2[CH:14]=[CH:15][N:16]=[CH:17][CH:18]=2)=[N:11][OH:12])[CH:5]=[CH:6][CH:7]=1. The catalyst class is: 194. (3) Reactant: [CH:1]1[CH2:8][CH2:7][CH:6]=[CH:5][CH2:4][CH2:3][CH:2]=1.[N+](=[C:11]([C:17]([O:19][CH2:20][CH3:21])=[O:18])[C:12]([O:14][CH2:15][CH3:16])=[O:13])=[N-]. Product: [C@H:1]12[C:11]([C:12]([O:14][CH2:15][CH3:16])=[O:13])([C:17]([O:19][CH2:20][CH3:21])=[O:18])[C@H:8]1[CH2:7][CH2:6][CH:5]=[CH:4][CH2:3][CH2:2]2. The catalyst class is: 2. (4) Reactant: [CH3:1][C:2]1[N:9]=[CH:8][CH:7]=[C:6]([C:10]([F:13])([F:12])[F:11])[C:3]=1[C:4]#[N:5]. Product: [CH3:1][C:2]1[C:3]([CH2:4][NH2:5])=[C:6]([C:10]([F:12])([F:11])[F:13])[CH:7]=[CH:8][N:9]=1. The catalyst class is: 834. (5) Product: [OH2:4].[OH2:48].[S:47]([C:44]1[CH:45]=[CH:46][C:41]([CH3:40])=[CH:42][CH:43]=1)([OH:50])(=[O:49])=[O:48].[NH2:1][C@@H:2]([CH2:6][C:7]1[CH:8]=[CH:9][C:10]([C:13]2[CH:18]=[C:17]([O:19][C@H:20]([C:25]3[CH:30]=[CH:29][C:28]([C:31]4[CH:36]=[CH:35][CH:34]=[C:33]([O:37][CH3:38])[CH:32]=4)=[CH:27][CH:26]=3)[C:21]([F:22])([F:24])[F:23])[N:16]=[C:15]([NH2:39])[N:14]=2)=[CH:11][CH:12]=1)[C:3]([OH:5])=[O:4]. Reactant: [NH2:1][C@@H:2]([CH2:6][C:7]1[CH:12]=[CH:11][C:10]([C:13]2[CH:18]=[C:17]([O:19][C@H:20]([C:25]3[CH:30]=[CH:29][C:28]([C:31]4[CH:36]=[CH:35][CH:34]=[C:33]([O:37][CH3:38])[CH:32]=4)=[CH:27][CH:26]=3)[C:21]([F:24])([F:23])[F:22])[N:16]=[C:15]([NH2:39])[N:14]=2)=[CH:9][CH:8]=1)[C:3]([O-:5])=[O:4].[CH3:40][C:41]1[CH:42]=[CH:43][C:44]([S:47]([OH:50])(=[O:49])=[O:48])=[CH:45][CH:46]=1.O.C(#N)C.O. The catalyst class is: 20. (6) Reactant: [CH2:1]([NH2:4])[C:2]#[CH:3].[O:5]1[CH2:9][CH2:8][CH2:7][S:6]1(=[O:11])=[O:10]. Product: [CH2:1]([NH:4][CH2:9][CH2:8][CH2:7][S:6]([OH:11])(=[O:10])=[O:5])[C:2]#[CH:3]. The catalyst class is: 1. (7) Reactant: [F:1][C:2]1[CH:3]=[C:4]([CH:12]=[CH:13][C:14]=1[N:15]1[CH2:20][CH2:19][NH:18][CH2:17][CH2:16]1)[CH2:5][NH:6][C:7]([CH:9]1[CH2:11][CH2:10]1)=[O:8].Cl[CH:22]([C:28]1[CH:33]=[CH:32][CH:31]=[CH:30][CH:29]=1)[C:23]1[O:24][CH:25]=[CH:26][N:27]=1.C(=O)([O-])[O-].[K+].[K+]. Product: [F:1][C:2]1[CH:3]=[C:4]([CH:12]=[CH:13][C:14]=1[N:15]1[CH2:16][CH2:17][N:18]([CH:22]([C:23]2[O:24][CH:25]=[CH:26][N:27]=2)[C:28]2[CH:29]=[CH:30][CH:31]=[CH:32][CH:33]=2)[CH2:19][CH2:20]1)[CH2:5][NH:6][C:7]([CH:9]1[CH2:11][CH2:10]1)=[O:8]. The catalyst class is: 10. (8) Reactant: [CH2:1]([O:8][C:9]1[CH:17]=[CH:16][C:12]([C:13](O)=[O:14])=[CH:11][CH:10]=1)[C:2]1[CH:7]=[CH:6][CH:5]=[CH:4][CH:3]=1.S(Cl)([Cl:20])=O. Product: [CH2:1]([O:8][C:9]1[CH:17]=[CH:16][C:12]([C:13]([Cl:20])=[O:14])=[CH:11][CH:10]=1)[C:2]1[CH:7]=[CH:6][CH:5]=[CH:4][CH:3]=1. The catalyst class is: 139. (9) Reactant: [NH:1]1[CH2:5][CH:4]([CH2:6][C@H:7]([NH:12][CH3:13])[C:8]([O:10][CH3:11])=[O:9])[NH:3][CH2:2]1.O=[CH:15][CH2:16][NH:17][C:18](=[O:24])[O:19][C:20]([CH3:23])([CH3:22])[CH3:21].C([O-])(=O)C.[Na+].C([BH3-])#N.[Na+].Cl.C(=O)([O-])O.[Na+]. Product: [C:20]([O:19][C:18]([NH:17][CH2:16][CH2:15][N:12]([CH3:13])[C@@H:7]([CH2:6][C:4]1[N:3]=[CH:2][NH:1][CH:5]=1)[C:8]([O:10][CH3:11])=[O:9])=[O:24])([CH3:23])([CH3:22])[CH3:21]. The catalyst class is: 5. (10) Reactant: [H-].[Na+].[CH3:3][CH:4]1[CH2:9][CH2:8][N:7]([C:10]([C:12]2[CH:20]=[CH:19][C:18]3[NH:17][C:16]4[CH2:21][CH2:22][N:23]([C:25]([O:27][C:28]([CH3:31])([CH3:30])[CH3:29])=[O:26])[CH2:24][C:15]=4[C:14]=3[CH:13]=2)=[O:11])[CH2:6][CH2:5]1.Br[CH2:33][CH:34]1[CH2:37][CH2:36][CH2:35]1. Product: [CH:34]1([CH2:33][N:17]2[C:18]3[CH:19]=[CH:20][C:12]([C:10]([N:7]4[CH2:8][CH2:9][CH:4]([CH3:3])[CH2:5][CH2:6]4)=[O:11])=[CH:13][C:14]=3[C:15]3[CH2:24][N:23]([C:25]([O:27][C:28]([CH3:30])([CH3:29])[CH3:31])=[O:26])[CH2:22][CH2:21][C:16]2=3)[CH2:37][CH2:36][CH2:35]1. The catalyst class is: 3.